From a dataset of Full USPTO retrosynthesis dataset with 1.9M reactions from patents (1976-2016). Predict the reactants needed to synthesize the given product. (1) Given the product [NH2:8][C:9]1[N:10]=[C:11]([C:29]2[CH:30]=[CH:31][CH:32]=[CH:33][CH:34]=2)[C:12]([C:19]2[CH:20]=[CH:21][C:22](=[O:28])[N:23]([CH:25]([CH3:27])[CH3:26])[N:24]=2)=[N:13][C:14]=1[O:7][CH2:3][CH2:4][CH2:5][CH3:6], predict the reactants needed to synthesize it. The reactants are: [H-].[Na+].[CH2:3]([OH:7])[CH2:4][CH2:5][CH3:6].[NH2:8][C:9]1[N:10]=[C:11]([C:29]2[CH:34]=[CH:33][CH:32]=[CH:31][CH:30]=2)[C:12]([C:19]2[CH:20]=[CH:21][C:22](=[O:28])[N:23]([CH:25]([CH3:27])[CH3:26])[N:24]=2)=[N:13][C:14]=1S(C)(=O)=O.Cl. (2) Given the product [Cl:27][C:24]1[CH:25]=[CH:26][C:21]([NH:20][C:4]([C:6]2[CH:11]=[C:10]([C:12]3[CH:17]=[CH:16][N:15]=[C:14]([Cl:18])[CH:13]=3)[CH:9]=[C:8]([CH3:19])[N:7]=2)=[O:5])=[N:22][CH:23]=1, predict the reactants needed to synthesize it. The reactants are: C(O[C:4]([C:6]1[CH:11]=[C:10]([C:12]2[CH:17]=[CH:16][N:15]=[C:14]([Cl:18])[CH:13]=2)[CH:9]=[C:8]([CH3:19])[N:7]=1)=[O:5])C.[NH2:20][C:21]1[CH:26]=[CH:25][C:24]([Cl:27])=[CH:23][N:22]=1. (3) Given the product [NH2:1][C:2]1[C:3]([C:15]([NH:17][C:18]2[CH:19]=[N:20][N:21]([CH3:40])[C:22]=2[N:23]2[CH2:24][CH2:25][CH:26]([NH2:32])[CH2:27][C:28]([F:31])([F:30])[CH2:29]2)=[O:16])=[N:4][C:5]([C:8]2[CH:13]=[CH:12][CH:11]=[CH:10][C:9]=2[F:14])=[N:6][CH:7]=1, predict the reactants needed to synthesize it. The reactants are: [NH2:1][C:2]1[C:3]([C:15]([NH:17][C:18]2[CH:19]=[N:20][N:21]([CH3:40])[C:22]=2[N:23]2[CH2:29][C:28]([F:31])([F:30])[CH2:27][CH:26]([NH:32]C(=O)OC(C)(C)C)[CH2:25][CH2:24]2)=[O:16])=[N:4][C:5]([C:8]2[CH:13]=[CH:12][CH:11]=[CH:10][C:9]=2[F:14])=[N:6][CH:7]=1.Cl. (4) Given the product [Cl:1][C:2]1[CH:3]=[CH:4][C:5]([C:8]2[CH2:13][C:12]([CH3:14])([CH3:15])[CH2:11][CH2:10][C:9]=2[C:16](=[O:18])[CH3:17])=[CH:6][CH:7]=1, predict the reactants needed to synthesize it. The reactants are: [Cl:1][C:2]1[CH:7]=[CH:6][C:5]([C:8]2[CH2:13][C:12]([CH3:15])([CH3:14])[CH2:11][CH2:10][C:9]=2[CH:16]([OH:18])[CH3:17])=[CH:4][CH:3]=1.CC(OI1(OC(C)=O)(OC(C)=O)OC(=O)C2C=CC=CC1=2)=O.